Task: Regression/Classification. Given a drug SMILES string, predict its absorption, distribution, metabolism, or excretion properties. Task type varies by dataset: regression for continuous measurements (e.g., permeability, clearance, half-life) or binary classification for categorical outcomes (e.g., BBB penetration, CYP inhibition). For this dataset (clearance_microsome_az), we predict log10(clearance) (log10 of the in vitro intrinsic clearance, CLint, in uL/min per mg of human liver microsomal protein, equivalently mL/min/g; values are censored to the assay range of 3 to 150, which is 0.477 to 2.18 on this log10 scale).. Dataset: Microsomal clearance measurements from AstraZeneca (1) The molecule is Cc1ccc(S(=O)(=O)Nc2c(C(=O)N[C@@H](C)C(C)(C)C)c(C)nn2C2CCN(C)CC2)cc1. The log10(clearance) is 0.700. (2) The drug is CS(=O)(=O)c1ccc(-c2nnc(/C=C/c3nnc(-c4ccc(C#N)cc4)o3)n2-c2ccccc2Cl)nc1. The log10(clearance) is 0.480.